Regression. Given two drug SMILES strings and cell line genomic features, predict the synergy score measuring deviation from expected non-interaction effect. From a dataset of NCI-60 drug combinations with 297,098 pairs across 59 cell lines. (1) Drug 1: C1=CC(=CC=C1CC(C(=O)O)N)N(CCCl)CCCl.Cl. Drug 2: C1=CC(=CC=C1CCCC(=O)O)N(CCCl)CCCl. Cell line: ACHN. Synergy scores: CSS=54.2, Synergy_ZIP=8.34, Synergy_Bliss=10.0, Synergy_Loewe=9.63, Synergy_HSA=12.1. (2) Drug 1: C1=NC(=NC(=O)N1C2C(C(C(O2)CO)O)O)N. Drug 2: CNC(=O)C1=NC=CC(=C1)OC2=CC=C(C=C2)NC(=O)NC3=CC(=C(C=C3)Cl)C(F)(F)F. Cell line: SN12C. Synergy scores: CSS=20.1, Synergy_ZIP=-5.79, Synergy_Bliss=-4.77, Synergy_Loewe=-44.1, Synergy_HSA=-7.75. (3) Drug 1: CN1C(=O)N2C=NC(=C2N=N1)C(=O)N. Drug 2: CC(C)(C#N)C1=CC(=CC(=C1)CN2C=NC=N2)C(C)(C)C#N. Cell line: MOLT-4. Synergy scores: CSS=0.934, Synergy_ZIP=-0.122, Synergy_Bliss=-3.12, Synergy_Loewe=4.23, Synergy_HSA=-7.64. (4) Drug 2: CN(C(=O)NC(C=O)C(C(C(CO)O)O)O)N=O. Drug 1: C1C(C(OC1N2C=NC3=C(N=C(N=C32)Cl)N)CO)O. Synergy scores: CSS=61.6, Synergy_ZIP=0.644, Synergy_Bliss=1.01, Synergy_Loewe=-49.1, Synergy_HSA=0.0442. Cell line: NCI/ADR-RES. (5) Drug 1: CC1=C(C=C(C=C1)NC2=NC=CC(=N2)N(C)C3=CC4=NN(C(=C4C=C3)C)C)S(=O)(=O)N.Cl. Drug 2: C(CCl)NC(=O)N(CCCl)N=O. Cell line: NCIH23. Synergy scores: CSS=3.32, Synergy_ZIP=0.107, Synergy_Bliss=-0.975, Synergy_Loewe=-2.18, Synergy_HSA=-2.26. (6) Drug 1: C1CC(=O)NC(=O)C1N2CC3=C(C2=O)C=CC=C3N. Drug 2: C1CN(P(=O)(OC1)NCCCl)CCCl. Cell line: COLO 205. Synergy scores: CSS=2.40, Synergy_ZIP=-0.555, Synergy_Bliss=-0.214, Synergy_Loewe=1.80, Synergy_HSA=-0.149. (7) Drug 1: CCC1(CC2CC(C3=C(CCN(C2)C1)C4=CC=CC=C4N3)(C5=C(C=C6C(=C5)C78CCN9C7C(C=CC9)(C(C(C8N6C)(C(=O)OC)O)OC(=O)C)CC)OC)C(=O)OC)O.OS(=O)(=O)O. Drug 2: CC1C(C(CC(O1)OC2CC(CC3=C2C(=C4C(=C3O)C(=O)C5=CC=CC=C5C4=O)O)(C(=O)C)O)N)O. Cell line: IGROV1. Synergy scores: CSS=65.1, Synergy_ZIP=3.24, Synergy_Bliss=7.68, Synergy_Loewe=6.49, Synergy_HSA=8.20.